Dataset: Full USPTO retrosynthesis dataset with 1.9M reactions from patents (1976-2016). Task: Predict the reactants needed to synthesize the given product. (1) Given the product [Br:25][C:11]1[C:10]([O:13][C:14]([F:15])([F:16])[F:17])=[CH:9][C:5]([C:6]([OH:8])=[O:7])=[C:4]([N+:1]([O-:3])=[O:2])[CH:12]=1, predict the reactants needed to synthesize it. The reactants are: [N+:1]([C:4]1[CH:12]=[CH:11][C:10]([O:13][C:14]([F:17])([F:16])[F:15])=[CH:9][C:5]=1[C:6]([OH:8])=[O:7])([O-:3])=[O:2].C1C(=O)N([Br:25])C(=O)C1. (2) Given the product [Br:1][C:2]1[CH:8]=[C:7]([CH3:9])[C:5]([C:23]#[N:24])=[C:4]([CH3:10])[CH:3]=1, predict the reactants needed to synthesize it. The reactants are: [Br:1][C:2]1[CH:8]=[C:7]([CH3:9])[C:5](N)=[C:4]([CH3:10])[CH:3]=1.Cl.N([O-])=O.[Na+].C([O-])([O-])=O.[Na+].[Na+].[Cu][C:23]#[N:24].[C-]#N.[K+]. (3) Given the product [C:1]1([S:7]([CH2:10][CH2:11][O:12][C:13](=[O:38])[CH2:14][O:15][C:16]2[CH:21]=[CH:20][C:19]([S:40]([Cl:39])(=[O:42])=[O:41])=[CH:18][C:17]=2[O:22][CH2:23][C:24]([O:26][CH2:27][CH2:28][S:29]([C:32]2[CH:33]=[CH:34][CH:35]=[CH:36][CH:37]=2)(=[O:31])=[O:30])=[O:25])(=[O:8])=[O:9])[CH:6]=[CH:5][CH:4]=[CH:3][CH:2]=1, predict the reactants needed to synthesize it. The reactants are: [C:1]1([S:7]([CH2:10][CH2:11][O:12][C:13](=[O:38])[CH2:14][O:15][C:16]2[CH:21]=[CH:20][CH:19]=[CH:18][C:17]=2[O:22][CH2:23][C:24]([O:26][CH2:27][CH2:28][S:29]([C:32]2[CH:37]=[CH:36][CH:35]=[CH:34][CH:33]=2)(=[O:31])=[O:30])=[O:25])(=[O:9])=[O:8])[CH:6]=[CH:5][CH:4]=[CH:3][CH:2]=1.[Cl:39][S:40](O)(=[O:42])=[O:41]. (4) Given the product [NH2:63][C:60]1[CH:61]=[CH:62][C:57]([C:56]([NH:55][C:28]2[CH:29]=[C:30]3[C:25](=[CH:26][CH:27]=2)[N:24]=[C:23]([N:11]2[CH2:10][C@@H:9]([NH:8][C:6]([O:5][C:1]([CH3:4])([CH3:2])[CH3:3])=[O:7])[CH2:14][C@@H:13]([NH:15][C:16]([O:18][C:19]([CH3:22])([CH3:21])[CH3:20])=[O:17])[CH2:12]2)[C:32]([N:33]2[CH2:38][C@@H:37]([NH:39][C:40]([O:42][C:43]([CH3:45])([CH3:44])[CH3:46])=[O:41])[CH2:36][C@@H:35]([NH:47][C:48]([O:50][C:51]([CH3:54])([CH3:53])[CH3:52])=[O:49])[CH2:34]2)=[N:31]3)=[O:66])=[CH:58][CH:59]=1, predict the reactants needed to synthesize it. The reactants are: [C:1]([O:5][C:6]([NH:8][C@@H:9]1[CH2:14][C@H:13]([NH:15][C:16]([O:18][C:19]([CH3:22])([CH3:21])[CH3:20])=[O:17])[CH2:12][N:11]([C:23]2[C:32]([N:33]3[CH2:38][C@@H:37]([NH:39][C:40]([O:42][C:43]([CH3:46])([CH3:45])[CH3:44])=[O:41])[CH2:36][C@@H:35]([NH:47][C:48]([O:50][C:51]([CH3:54])([CH3:53])[CH3:52])=[O:49])[CH2:34]3)=[N:31][C:30]3[C:25](=[CH:26][CH:27]=[C:28]([NH:55][C:56](=[O:66])[C:57]4[CH:62]=[CH:61][C:60]([N+:63]([O-])=O)=[CH:59][CH:58]=4)[CH:29]=3)[N:24]=2)[CH2:10]1)=[O:7])([CH3:4])([CH3:3])[CH3:2].NN. (5) Given the product [S:7]1[C:8]2[CH:14]=[CH:13][CH:12]=[CH:11][C:9]=2[N:10]=[C:6]1[C:24]1[C:25]([NH:38][C@@H:39]2[CH2:44][CH2:43][CH2:42][N:41]([C:45]([O:47][C:48]([CH3:51])([CH3:50])[CH3:49])=[O:46])[CH2:40]2)=[N:26][C:27]([N:32]2[CH2:33][CH2:34][O:35][CH2:36][CH2:37]2)=[N:28][C:29]=1[O:30][CH3:31], predict the reactants needed to synthesize it. The reactants are: C([Sn](CCCC)(CCCC)[C:6]1[S:7][C:8]2[CH:14]=[CH:13][CH:12]=[CH:11][C:9]=2[N:10]=1)CCC.I[C:24]1[C:25]([NH:38][C@@H:39]2[CH2:44][CH2:43][CH2:42][N:41]([C:45]([O:47][C:48]([CH3:51])([CH3:50])[CH3:49])=[O:46])[CH2:40]2)=[N:26][C:27]([N:32]2[CH2:37][CH2:36][O:35][CH2:34][CH2:33]2)=[N:28][C:29]=1[O:30][CH3:31].CCN(CC)CC.